This data is from Forward reaction prediction with 1.9M reactions from USPTO patents (1976-2016). The task is: Predict the product of the given reaction. (1) Given the reactants [N:1]1([CH:7]([CH3:37])[C:8]([NH:10][C:11]2[CH:12]=[C:13]([NH:22][C:23]([C:25]3[CH:30]=[CH:29][C:28]([C:31]4[CH:36]=[CH:35][CH:34]=[CH:33][CH:32]=4)=[CH:27][CH:26]=3)=[O:24])[CH:14]=[CH:15][C:16]=2[O:17][C:18]([F:21])([F:20])[F:19])=[O:9])[CH2:6][CH2:5][O:4][CH2:3][CH2:2]1, predict the reaction product. The product is: [N:1]1([C@H:7]([CH3:37])[C:8]([NH:10][C:11]2[CH:12]=[C:13]([NH:22][C:23]([C:25]3[CH:26]=[CH:27][C:28]([C:31]4[CH:32]=[CH:33][CH:34]=[CH:35][CH:36]=4)=[CH:29][CH:30]=3)=[O:24])[CH:14]=[CH:15][C:16]=2[O:17][C:18]([F:21])([F:19])[F:20])=[O:9])[CH2:6][CH2:5][O:4][CH2:3][CH2:2]1. (2) Given the reactants Br[C:2]1[S:6][C:5]2[CH2:7][CH2:8][CH2:9][CH2:10][C:4]=2[C:3]=1[C:11]([NH:13][C:14]1[CH:19]=[CH:18][C:17]([F:20])=[CH:16][C:15]=1[OH:21])=[O:12].C(=O)([O-])[O-].[K+].[K+], predict the reaction product. The product is: [F:20][C:17]1[CH:18]=[CH:19][C:14]2[NH:13][C:11](=[O:12])[C:3]3[C:4]4[CH2:10][CH2:9][CH2:8][CH2:7][C:5]=4[S:6][C:2]=3[O:21][C:15]=2[CH:16]=1. (3) The product is: [CH2:32]([O:31][C:29]([C:26]1([CH2:34][CH3:35])[CH2:27][CH2:28][N:23]([C:20]2[N:19]=[CH:18][C:17]([C:4]3[CH:3]=[C:2]([CH:87]=[O:88])[C:10]4[S:9][C:8]([NH:11][C:12](=[O:16])[NH:13][CH2:14][CH3:15])=[N:7][C:6]=4[CH:5]=3)=[CH:22][N:21]=2)[CH2:24][CH2:25]1)=[O:30])[CH3:33]. Given the reactants Br[C:2]1[C:10]2[S:9][C:8]([NH:11][C:12](=[O:16])[NH:13][CH2:14][CH3:15])=[N:7][C:6]=2[CH:5]=[C:4]([C:17]2[CH:18]=[N:19][C:20]([N:23]3[CH2:28][CH2:27][C:26]([CH2:34][CH3:35])([C:29]([O:31][CH2:32][CH3:33])=[O:30])[CH2:25][CH2:24]3)=[N:21][CH:22]=2)[CH:3]=1.C(Cl)Cl.C1(P(C2C=CC=CC=2)CCCP(C2C=CC=CC=2)C2C=CC=CC=2)C=CC=CC=1.C([SiH](CC)CC)C.C(N(CC)CC)C.[C]=O.CN([CH:87]=[O:88])C, predict the reaction product.